Dataset: Peptide-MHC class II binding affinity with 134,281 pairs from IEDB. Task: Regression. Given a peptide amino acid sequence and an MHC pseudo amino acid sequence, predict their binding affinity value. This is MHC class II binding data. (1) The peptide sequence is YSINNVMDEIDFFEK. The MHC is HLA-DQA10401-DQB10402 with pseudo-sequence HLA-DQA10401-DQB10402. The binding affinity (normalized) is 0.588. (2) The peptide sequence is VGQQAVEVWQGLALL. The MHC is DRB1_1501 with pseudo-sequence DRB1_1501. The binding affinity (normalized) is 0.770. (3) The MHC is HLA-DPA10201-DPB10501 with pseudo-sequence HLA-DPA10201-DPB10501. The peptide sequence is DGLVRDANNYEQQEQ. The binding affinity (normalized) is 0.125.